This data is from Forward reaction prediction with 1.9M reactions from USPTO patents (1976-2016). The task is: Predict the product of the given reaction. (1) The product is: [C:26]([C:10]1[N:11]([C:18]2[CH:23]=[CH:22][CH:21]=[CH:20][C:19]=2[C:24]#[N:25])[C:12]2[C:17]([C:9]=1[CH2:8][N:42]1[C:41](=[O:56])[C@@H:40]([NH:39][C:38](=[O:57])[C@@H:37]([N:29]([CH3:28])[C:30](=[O:36])[O:31][C:32]([CH3:34])([CH3:35])[CH3:33])[CH3:58])[C:46]3([CH2:51][CH2:50][O:49][CH2:48][CH2:47]3)[O:45][C:44]3[CH:52]=[CH:53][CH:54]=[CH:55][C:43]1=3)=[CH:16][CH:15]=[CH:14][CH:13]=2)#[N:27]. Given the reactants C([O-])([O-])=O.[Cs+].[Cs+].Br[CH2:8][C:9]1[C:17]2[C:12](=[CH:13][CH:14]=[CH:15][CH:16]=2)[N:11]([C:18]2[CH:23]=[CH:22][CH:21]=[CH:20][C:19]=2[C:24]#[N:25])[C:10]=1[C:26]#[N:27].[CH3:28][N:29]([C@@H:37]([CH3:58])[C:38](=[O:57])[NH:39][C@H:40]1[C:46]2([CH2:51][CH2:50][O:49][CH2:48][CH2:47]2)[O:45][C:44]2[CH:52]=[CH:53][CH:54]=[CH:55][C:43]=2[NH:42][C:41]1=[O:56])[C:30](=[O:36])[O:31][C:32]([CH3:35])([CH3:34])[CH3:33], predict the reaction product. (2) The product is: [NH:10]1[C:18]2[C:13](=[CH:14][CH:15]=[CH:16][CH:17]=2)[C:12]([C:19]2[N:24]=[CH:23][C:22]([NH:25][C@@H:26]3[CH:33]4[CH2:34][N:29]5[CH2:30][CH:31]([CH2:35][CH:27]3[CH2:28]5)[CH2:32]4)=[CH:21][CH:20]=2)=[CH:11]1. Given the reactants C1(S([N:10]2[C:18]3[C:13](=[CH:14][CH:15]=[CH:16][CH:17]=3)[C:12]([C:19]3[N:24]=[CH:23][C:22]([NH:25][C@@H:26]4[CH:33]5[CH2:34][N:29]6[CH2:30][CH:31]([CH2:35][CH:27]4[CH2:28]6)[CH2:32]5)=[CH:21][CH:20]=3)=[CH:11]2)(=O)=O)C=CC=CC=1.C(=O)([O-])[O-].[K+].[K+], predict the reaction product.